This data is from Full USPTO retrosynthesis dataset with 1.9M reactions from patents (1976-2016). The task is: Predict the reactants needed to synthesize the given product. Given the product [C:1]([NH:7][C@H:8]([C:19]([OH:21])=[O:20])[CH2:9][C:10]1[C:18]2[C:13](=[CH:14][CH:15]=[CH:16][CH:17]=2)[NH:12][CH:11]=1)(=[O:6])/[C:2](=[CH:4]/[CH3:5])/[CH3:3], predict the reactants needed to synthesize it. The reactants are: [C:1]([NH:7][C@H:8]([C:19]([O:21]C)=[O:20])[CH2:9][C:10]1[C:18]2[C:13](=[CH:14][CH:15]=[CH:16][CH:17]=2)[NH:12][CH:11]=1)(=[O:6])/[C:2](=[CH:4]/[CH3:5])/[CH3:3].[OH-].[Na+].